From a dataset of Catalyst prediction with 721,799 reactions and 888 catalyst types from USPTO. Predict which catalyst facilitates the given reaction. (1) Reactant: Cl[C:2]1[C:7]([CH3:8])=[CH:6][C:5]([CH:9]([F:11])[F:10])=[CH:4][N:3]=1.[CH3:12][N:13](C=O)C. Product: [F:10][CH:9]([F:11])[C:5]1[CH:6]=[C:7]([CH3:8])[C:2]([C:12]#[N:13])=[N:3][CH:4]=1. The catalyst class is: 380. (2) Reactant: Br[C:2]1[C:3]2[S:24][CH:23]=[C:22]([CH2:25][CH2:26][CH2:27][CH2:28][CH2:29][CH3:30])[C:4]=2[S:5][C:6]=1[C:7]1[S:11][C:10]2[C:12]([CH2:15][CH2:16][CH2:17][CH2:18][CH2:19][CH3:20])=[CH:13][S:14][C:9]=2[C:8]=1Br.[CH2:31]([Li])CCC.Cl[Si:37](Cl)([CH2:46][CH2:47][CH2:48][CH2:49][CH2:50][CH2:51][CH3:52])[CH2:38][CH2:39][CH2:40][CH2:41][CH2:42][CH2:43][CH2:44][CH3:45]. Product: [CH2:25]([C:22]1[C:4]2[S:5][C:6]3[C:7]4[S:11][C:10]5[C:12]([CH2:15][CH2:16][CH2:17][CH2:18][CH2:19][CH3:20])=[CH:13][S:14][C:9]=5[C:8]=4[Si:37]([CH2:46][CH2:47][CH2:48][CH2:49][CH2:50][CH2:51][CH2:52][CH3:31])([CH2:38][CH2:39][CH2:40][CH2:41][CH2:42][CH2:43][CH2:44][CH3:45])[C:2]=3[C:3]=2[S:24][CH:23]=1)[CH2:26][CH2:27][CH2:28][CH2:29][CH3:30]. The catalyst class is: 7. (3) Product: [OH:20][C@H:17]1[CH2:16][CH2:15][C@H:14]([NH:13][C:10]2[N:9]=[CH:8][C:7]3[C:12](=[C:3]([OH:2])[C:4]([CH3:21])=[CH:5][CH:6]=3)[N:11]=2)[CH2:19][CH2:18]1. Reactant: C[O:2][C:3]1[C:4]([CH3:21])=[CH:5][CH:6]=[C:7]2[C:12]=1[N:11]=[C:10]([NH:13][C@H:14]1[CH2:19][CH2:18][C@H:17]([OH:20])[CH2:16][CH2:15]1)[N:9]=[CH:8]2.CCOC(C)=O. The catalyst class is: 3. (4) Reactant: [C:1]1([SH:7])[CH:6]=[CH:5][CH:4]=[CH:3][CH:2]=1.I[C:9]1[CH:10]=[C:11]([N+:15]([O-:17])=[O:16])[CH:12]=[CH:13][CH:14]=1.C([O-])([O-])=O.[K+].[K+]. Product: [C:1]1([S:7][C:9]2[CH:14]=[CH:13][CH:12]=[C:11]([N+:15]([O-:17])=[O:16])[CH:10]=2)[CH:6]=[CH:5][CH:4]=[CH:3][CH:2]=1. The catalyst class is: 471. (5) Reactant: [C:1]([C:3]1[CH:8]=[CH:7][C:6]([C@H:9]([O:12][CH:13]2[CH2:18][CH2:17][CH2:16][CH2:15][O:14]2)[CH2:10][OH:11])=[CH:5][CH:4]=1)#[CH:2].CS(C)=O.Br[CH2:24][CH2:25][CH2:26][O:27][CH:28]1[CH2:33][CH2:32][CH2:31][CH2:30][O:29]1.[OH-].[K+]. Product: [C:1]([C:3]1[CH:4]=[CH:5][C:6]([C@H:9]([O:12][CH:13]2[CH2:18][CH2:17][CH2:16][CH2:15][O:14]2)[CH2:10][O:11][CH2:24][CH2:25][CH2:26][O:27][CH:28]2[CH2:33][CH2:32][CH2:31][CH2:30][O:29]2)=[CH:7][CH:8]=1)#[CH:2]. The catalyst class is: 69.